This data is from Forward reaction prediction with 1.9M reactions from USPTO patents (1976-2016). The task is: Predict the product of the given reaction. (1) Given the reactants [CH2:1]([O:8][C:9]1[CH:10]=[C:11]([S:15]([NH:18][C:19]([C@@:21]2([NH:26][C:27]([C@H:29]3[CH2:33][CH2:32][NH:31][CH2:30]3)=[O:28])[CH2:23][C@H:22]2[CH:24]=[CH2:25])=[O:20])(=[O:17])=[O:16])[CH:12]=[CH:13][CH:14]=1)[C:2]1[CH:7]=[CH:6][CH:5]=[CH:4][CH:3]=1.Cl[CH2:35][C:36]1[C:45]2[C:40](=[CH:41][C:42]([O:46][CH3:47])=[CH:43][CH:44]=2)[CH:39]=[CH:38][CH:37]=1.C([O-])([O-])=O.[K+].[K+], predict the reaction product. The product is: [CH2:1]([O:8][C:9]1[CH:10]=[C:11]([S:15]([NH:18][C:19]([C@@:21]2([NH:26][C:27]([C@H:29]3[CH2:33][CH2:32][N:31]([CH2:35][C:36]4[C:45]5[C:40](=[CH:41][C:42]([O:46][CH3:47])=[CH:43][CH:44]=5)[CH:39]=[CH:38][CH:37]=4)[CH2:30]3)=[O:28])[CH2:23][C@H:22]2[CH:24]=[CH2:25])=[O:20])(=[O:17])=[O:16])[CH:12]=[CH:13][CH:14]=1)[C:2]1[CH:3]=[CH:4][CH:5]=[CH:6][CH:7]=1. (2) Given the reactants [CH3:1][O:2][C:3]1[CH:15]=[CH:14][C:6]2[S:7][C:8]([C:10]([O:12]C)=[O:11])=[CH:9][C:5]=2[CH:4]=1.O.[OH-].[Li+].O, predict the reaction product. The product is: [CH3:1][O:2][C:3]1[CH:15]=[CH:14][C:6]2[S:7][C:8]([C:10]([OH:12])=[O:11])=[CH:9][C:5]=2[CH:4]=1. (3) Given the reactants [Br:1][C:2]1[CH:3]=[CH:4][C:5]([Cl:9])=[C:6]([OH:8])[CH:7]=1.Br[CH2:11][CH2:12][CH2:13][O:14][CH3:15].C([O-])([O-])=O.[K+].[K+], predict the reaction product. The product is: [Br:1][C:2]1[CH:3]=[CH:4][C:5]([Cl:9])=[C:6]([O:8][CH2:11][CH2:12][CH2:13][O:14][CH3:15])[CH:7]=1.